This data is from Reaction yield outcomes from USPTO patents with 853,638 reactions. The task is: Predict the reaction yield, written as a fraction of the theoretical maximum amount of product (1.0 means a 100% yield; for example, 0.34 means a 34% yield). (1) The reactants are Cl.[CH3:2][O:3][C:4](=[O:8])[C@H:5]([CH3:7])[NH2:6].[CH:9]1[CH:14]=[CH:13][C:12]([O:15][P:16](Cl)(Cl)=[O:17])=[CH:11][CH:10]=1.C(N(C(C)C)CC)(C)C.[C:29]([O:43][CH3:44])(=[O:42])[CH2:30][CH2:31][NH:32][C:33](=[O:41])[C@@H:34]([C:36]([CH2:39][OH:40])([CH3:38])[CH3:37])[OH:35].CN1C=CN=C1. The catalyst is ClCCl.CO. The product is [OH:35][C@H:34]([C:36]([CH3:38])([CH3:37])[CH2:39][O:40][P:16]([NH:6][C@@H:5]([CH3:7])[C:4]([O:3][CH3:2])=[O:8])([O:15][C:12]1[CH:13]=[CH:14][CH:9]=[CH:10][CH:11]=1)=[O:17])[C:33]([NH:32][CH2:31][CH2:30][C:29]([O:43][CH3:44])=[O:42])=[O:41]. The yield is 0.240. (2) The reactants are [CH2:1]([C:4]1[C:13]([OH:14])=[CH:12][C:7]([C:8]([O:10][CH3:11])=[O:9])=[CH:6][C:5]=1[C:15]([O:17][CH3:18])=[O:16])[CH:2]=[CH2:3].[CH3:19][S:20]([C:23]1[CH:28]=[CH:27][C:26](F)=[CH:25][CH:24]=1)(=[O:22])=[O:21].C([O-])([O-])=O.[Cs+].[Cs+]. The catalyst is CN(C=O)C.[Cu]I. The product is [CH2:1]([C:4]1[C:13]([O:14][C:26]2[CH:27]=[CH:28][C:23]([S:20]([CH3:19])(=[O:22])=[O:21])=[CH:24][CH:25]=2)=[CH:12][C:7]([C:8]([O:10][CH3:11])=[O:9])=[CH:6][C:5]=1[C:15]([O:17][CH3:18])=[O:16])[CH:2]=[CH2:3]. The yield is 0.780.